The task is: Predict the reaction yield, written as a fraction of the theoretical maximum amount of product (1.0 means a 100% yield; for example, 0.34 means a 34% yield).. This data is from Reaction yield outcomes from USPTO patents with 853,638 reactions. (1) The reactants are [CH3:1][O:2][C:3]1[CH:11]=[N:10][C:9]([C:12]#[C:13][CH:14]([OH:16])[CH3:15])=[C:8]2[C:4]=1[CH:5]=[CH:6][NH:7]2. The catalyst is C(Cl)Cl.O=[Mn]=O. The product is [CH3:1][O:2][C:3]1[CH:11]=[N:10][C:9]([C:12]#[C:13][C:14](=[O:16])[CH3:15])=[C:8]2[C:4]=1[CH:5]=[CH:6][NH:7]2. The yield is 0.800. (2) The reactants are [OH:1][C:2]([C:4]([F:15])([F:14])[CH:5]([O:8][C:9](=[O:13])[C:10]([CH3:12])=[CH2:11])[CH2:6][CH3:7])=[O:3].C1COCC1.C(N(CC)CC)C.Cl[C:29]1([CH2:34][CH3:35])[CH2:33][CH2:32][CH2:31][CH2:30]1. The catalyst is O. The product is [CH2:34]([C:29]1([O:3][C:2]([C:4]([F:14])([F:15])[CH:5]([O:8][C:9](=[O:13])[C:10]([CH3:12])=[CH2:11])[CH2:6][CH3:7])=[O:1])[CH2:33][CH2:32][CH2:31][CH2:30]1)[CH3:35]. The yield is 0.830. (3) The reactants are Cl[C:2]1[N:3]=[N+:4]([O-:12])[C:5]2[CH:11]=[CH:10][CH:9]=[CH:8][C:6]=2[N:7]=1.[C:13]1(B(O)O)[CH:18]=[CH:17][CH:16]=[CH:15][CH:14]=1.C([O-])([O-])=O.[Cs+].[Cs+]. The catalyst is COCCOC.O.C1C=CC([P]([Pd]([P](C2C=CC=CC=2)(C2C=CC=CC=2)C2C=CC=CC=2)([P](C2C=CC=CC=2)(C2C=CC=CC=2)C2C=CC=CC=2)[P](C2C=CC=CC=2)(C2C=CC=CC=2)C2C=CC=CC=2)(C2C=CC=CC=2)C2C=CC=CC=2)=CC=1. The product is [C:13]1([C:2]2[N:3]=[N+:4]([O-:12])[C:5]3[CH:11]=[CH:10][CH:9]=[CH:8][C:6]=3[N:7]=2)[CH:18]=[CH:17][CH:16]=[CH:15][CH:14]=1. The yield is 0.610. (4) The reactants are Br[C:2]1[CH:3]=[CH:4][C:5]([F:8])=[N:6][CH:7]=1.[CH3:9][C:10]1[CH:14]=[C:13]([Sn](CCCC)(CCCC)CCCC)[O:12][N:11]=1.C1CCC(P(C2C(C3C=CC=CC=3)=CC=CC=2)C2CCCCC2)CC1.CN(C=O)C. The catalyst is C1C=CC(/C=C/C(/C=C/C2C=CC=CC=2)=O)=CC=1.C1C=CC(/C=C/C(/C=C/C2C=CC=CC=2)=O)=CC=1.C1C=CC(/C=C/C(/C=C/C2C=CC=CC=2)=O)=CC=1.[Pd].[Pd]. The product is [F:8][C:5]1[CH:4]=[CH:3][C:2]([C:13]2[O:12][N:11]=[C:10]([CH3:9])[CH:14]=2)=[CH:7][N:6]=1. The yield is 0.545. (5) The reactants are [F:1][C:2]1[CH:3]=[C:4]([CH:14]([NH:16][C:17]([C:19]2[N:20]=[C:21](Cl)[O:22][CH:23]=2)=[O:18])[CH3:15])[CH:5]=[C:6]([F:13])[C:7]=1[NH:8][S:9]([CH3:12])(=[O:11])=[O:10].[F:25][C:26]([F:37])([F:36])[C:27]1[CH:28]=[C:29](B(O)O)[CH:30]=[CH:31][CH:32]=1.C([O-])([O-])=O.[Na+].[Na+].C1(C)C=CC=CC=1. The catalyst is CCOC(C)=O.O.C1C=CC([P]([Pd]([P](C2C=CC=CC=2)(C2C=CC=CC=2)C2C=CC=CC=2)([P](C2C=CC=CC=2)(C2C=CC=CC=2)C2C=CC=CC=2)[P](C2C=CC=CC=2)(C2C=CC=CC=2)C2C=CC=CC=2)(C2C=CC=CC=2)C2C=CC=CC=2)=CC=1.C(O)C. The product is [F:1][C:2]1[CH:3]=[C:4]([CH:14]([NH:16][C:17]([C:19]2[N:20]=[C:21]([C:31]3[CH:30]=[CH:29][CH:28]=[C:27]([C:26]([F:37])([F:36])[F:25])[CH:32]=3)[O:22][CH:23]=2)=[O:18])[CH3:15])[CH:5]=[C:6]([F:13])[C:7]=1[NH:8][S:9]([CH3:12])(=[O:11])=[O:10]. The yield is 0.290. (6) The reactants are [C:1]([C:4]1[CH:5]=[CH:6][C:7]([C:28]2[CH2:33][CH2:32][C:31]([CH3:35])([CH3:34])[CH2:30][CH:29]=2)=[C:8]([NH:10][C:11]([C:13]2[N:14](COCC[Si](C)(C)C)[CH:15]=[C:16]([C:18]#[N:19])[N:17]=2)=[O:12])[CH:9]=1)(=[O:3])[CH3:2]. The catalyst is CCOC(C)=O.C(Cl)Cl. The product is [C:1]([C:4]1[CH:5]=[CH:6][C:7]([C:28]2[CH2:33][CH2:32][C:31]([CH3:35])([CH3:34])[CH2:30][CH:29]=2)=[C:8]([NH:10][C:11]([C:13]2[NH:14][CH:15]=[C:16]([C:18]#[N:19])[N:17]=2)=[O:12])[CH:9]=1)(=[O:3])[CH3:2]. The yield is 0.910. (7) The reactants are Br[C:2]1[C:3]([C:10]2[CH:15]=[CH:14][C:13]([F:16])=[CH:12][CH:11]=2)=[N:4][N:5]([CH:7]2[CH2:9][CH2:8]2)[CH:6]=1.C1(N2C=CC(C3C=CC(F)=CC=3)=N2)CC1.CC1(C)C(C)(C)OB([C:40]2[CH:41]=[CH:42][C:43]3[N:44]([CH:46]=[C:47]([NH:49][C:50](=[O:52])[CH3:51])[N:48]=3)[N:45]=2)O1.[O-]P([O-])([O-])=O.[K+].[K+].[K+]. The product is [CH:7]1([N:5]2[CH:6]=[C:2]([C:40]3[CH:41]=[CH:42][C:43]4[N:44]([CH:46]=[C:47]([NH:49][C:50](=[O:52])[CH3:51])[N:48]=4)[N:45]=3)[C:3]([C:10]3[CH:15]=[CH:14][C:13]([F:16])=[CH:12][CH:11]=3)=[N:4]2)[CH2:9][CH2:8]1. The catalyst is O1CCOCC1.C1C=CC(P(C2C=CC=CC=2)[C-]2C=CC=C2)=CC=1.C1C=CC(P(C2C=CC=CC=2)[C-]2C=CC=C2)=CC=1.Cl[Pd]Cl.[Fe+2].C(Cl)Cl. The yield is 0.548. (8) The reactants are C(OC([N:8]1[C:13]2[CH:14]=[C:15]([Cl:20])[C:16]([NH2:19])=[C:17]([NH2:18])[C:12]=2[O:11][CH:10]([C:21]([N:23]2[CH2:28][CH2:27][C:26]([C:37]#[N:38])([CH2:29][C:30]3[CH:35]=[CH:34][C:33]([F:36])=[CH:32][CH:31]=3)[CH2:25][CH2:24]2)=[O:22])[CH2:9]1)=O)(C)(C)C.Cl.[C:40](OC(=O)C)(=O)[CH3:41]. No catalyst specified. The product is [Cl:20][C:15]1[CH:14]=[C:13]2[C:12]([O:11][CH:10]([C:21]([N:23]3[CH2:28][CH2:27][C:26]([CH2:29][C:30]4[CH:35]=[CH:34][C:33]([F:36])=[CH:32][CH:31]=4)([C:37]#[N:38])[CH2:25][CH2:24]3)=[O:22])[CH2:9][NH:8]2)=[C:17]2[N:18]=[C:40]([CH3:41])[NH:19][C:16]=12. The yield is 0.297. (9) The reactants are CNCCNC.[Cl:7][C:8]1[CH:22]=[CH:21][C:11](/[CH:12]=[CH:13]/[C:14]2[N:19]=[CH:18][NH:17][C:16](=[O:20])[CH:15]=2)=[CH:10][CH:9]=1.Br[C:24]1[CH:38]=[CH:37][C:27]([O:28][CH2:29][C:30]2([OH:36])[CH2:33][C:32]([F:35])([F:34])[CH2:31]2)=[C:26]([O:39][CH3:40])[CH:25]=1.[O-]P([O-])([O-])=O.[K+].[K+].[K+]. The catalyst is CN(C=O)C.[Cu]I. The product is [Cl:7][C:8]1[CH:9]=[CH:10][C:11](/[CH:12]=[CH:13]/[C:14]2[N:19]=[CH:18][N:17]([C:24]3[CH:38]=[CH:37][C:27]([O:28][CH2:29][C:30]4([OH:36])[CH2:31][C:32]([F:35])([F:34])[CH2:33]4)=[C:26]([O:39][CH3:40])[CH:25]=3)[C:16](=[O:20])[CH:15]=2)=[CH:21][CH:22]=1. The yield is 0.109.